Task: Predict the product of the given reaction.. Dataset: Forward reaction prediction with 1.9M reactions from USPTO patents (1976-2016) (1) The product is: [CH3:1][O:2][C:3](=[O:38])[CH2:4][O:5][C:6]1[CH:15]=[CH:14][C:13]([F:16])=[C:12]2[C:7]=1[C:8]([O:34][CH:35]([F:36])[F:37])=[C:9]([CH2:19][C:20]1[CH:21]=[CH:22][C:23]([NH2:26])=[CH:24][CH:25]=1)[C:10]([CH2:17][CH3:18])=[N:11]2. Given the reactants [CH3:1][O:2][C:3](=[O:38])[CH2:4][O:5][C:6]1[CH:15]=[CH:14][C:13]([F:16])=[C:12]2[C:7]=1[C:8]([O:34][CH:35]([F:37])[F:36])=[C:9]([CH2:19][C:20]1[CH:25]=[CH:24][C:23]([NH:26]C(OC(C)(C)C)=O)=[CH:22][CH:21]=1)[C:10]([CH2:17][CH3:18])=[N:11]2.FC(F)(F)C(O)=O, predict the reaction product. (2) The product is: [OH:26][NH:25][C:23](=[O:24])[C@:22]([CH3:37])([S:33]([CH3:36])(=[O:35])=[O:34])[CH2:21][CH2:20][N:17]1[CH:18]=[CH:19][C:14]([C:11]2[CH:12]=[CH:13][C:8]([N:5]3[N:4]=[C:3]([O:2][CH3:1])[CH:7]=[N:6]3)=[CH:9][CH:10]=2)=[CH:15][C:16]1=[O:38]. Given the reactants [CH3:1][O:2][C:3]1[CH:7]=[N:6][N:5]([C:8]2[CH:13]=[CH:12][C:11]([C:14]3[CH:19]=[CH:18][N:17]([CH2:20][CH2:21][C@@:22]([CH3:37])([S:33]([CH3:36])(=[O:35])=[O:34])[C:23]([NH:25][O:26]C4CCCCO4)=[O:24])[C:16](=[O:38])[CH:15]=3)=[CH:10][CH:9]=2)[N:4]=1.ClCCl.O.Cl, predict the reaction product. (3) Given the reactants [CH2:1]([S:3]([C:6]1[CH:11]=[CH:10][C:9]([O:12]C)=[CH:8][CH:7]=1)(=[O:5])=[O:4])[CH3:2].B(Br)(Br)Br, predict the reaction product. The product is: [CH2:1]([S:3]([C:6]1[CH:11]=[CH:10][C:9]([OH:12])=[CH:8][CH:7]=1)(=[O:5])=[O:4])[CH3:2].